This data is from Catalyst prediction with 721,799 reactions and 888 catalyst types from USPTO. The task is: Predict which catalyst facilitates the given reaction. (1) Reactant: [CH3:1][C:2]([CH3:7])([CH3:6])[C:3](Cl)=[O:4].[Cl:8][C:9]1[CH:14]=[CH:13][C:12]([NH2:15])=[CH:11][CH:10]=1.CCN(CC)CC. Product: [Cl:8][C:9]1[CH:14]=[CH:13][C:12]([NH:15][C:3](=[O:4])[C:2]([CH3:7])([CH3:6])[CH3:1])=[CH:11][CH:10]=1. The catalyst class is: 2. (2) Reactant: Br[C:2]1[C:6]2[CH2:7][N:8]([C:11]([O:13][C:14]([CH3:17])([CH3:16])[CH3:15])=[O:12])[CH2:9][CH2:10][C:5]=2[N:4]([CH:18]2[CH2:23][CH2:22][S:21](=[O:25])(=[O:24])[CH2:20][CH2:19]2)[N:3]=1.[F:26][CH:27]([F:42])[C:28]1[C:29]([C:36]2[CH:37]=[N:38][N:39]([CH3:41])[CH:40]=2)=[CH:30][C:31]([F:35])=[C:32]([CH:34]=1)[NH2:33].CC([O-])(C)C.[Na+].C1(P(C2CCCCC2)C2C(OC)=CC=C(OC)C=2C2C(C(C)C)=CC(C(C)C)=CC=2C(C)C)CCCCC1. Product: [F:42][CH:27]([F:26])[C:28]1[C:29]([C:36]2[CH:37]=[N:38][N:39]([CH3:41])[CH:40]=2)=[CH:30][C:31]([F:35])=[C:32]([NH:33][C:2]2[C:6]3[CH2:7][N:8]([C:11]([O:13][C:14]([CH3:17])([CH3:16])[CH3:15])=[O:12])[CH2:9][CH2:10][C:5]=3[N:4]([CH:18]3[CH2:23][CH2:22][S:21](=[O:25])(=[O:24])[CH2:20][CH2:19]3)[N:3]=2)[CH:34]=1. The catalyst class is: 12. (3) Reactant: [NH2:1][CH2:2][CH2:3][CH2:4][CH2:5][S:6]([NH:9][CH3:10])(=[O:8])=[O:7].[CH3:11][C:12]([O:15][C:16](O[C:16]([O:15][C:12]([CH3:14])([CH3:13])[CH3:11])=[O:17])=[O:17])([CH3:14])[CH3:13]. Product: [CH3:10][NH:9][S:6]([CH2:5][CH2:4][CH2:3][CH2:2][NH:1][C:16](=[O:17])[O:15][C:12]([CH3:14])([CH3:13])[CH3:11])(=[O:8])=[O:7]. The catalyst class is: 4. (4) Reactant: [CH2:1]([N:8]1[CH2:12][CH2:11][C:10](=[C:13]([C:15]2([O:18][Si:19]([C:22]([CH3:25])([CH3:24])[CH3:23])([CH3:21])[CH3:20])[CH2:17][CH2:16]2)[OH:14])[CH2:9]1)[C:2]1[CH:7]=[CH:6][CH:5]=[CH:4][CH:3]=1.N1C(C)=CC=CC=1C.[Si:34](OS(C(F)(F)F)(=O)=O)([C:37]([CH3:40])([CH3:39])[CH3:38])([CH3:36])[CH3:35]. Product: [CH2:1]([N:8]1[CH2:12][CH2:11][C:10](=[C:13]([C:15]2([O:18][Si:19]([C:22]([CH3:25])([CH3:24])[CH3:23])([CH3:20])[CH3:21])[CH2:17][CH2:16]2)[O:14][Si:34]([C:37]([CH3:40])([CH3:39])[CH3:38])([CH3:36])[CH3:35])[CH2:9]1)[C:2]1[CH:3]=[CH:4][CH:5]=[CH:6][CH:7]=1. The catalyst class is: 2. (5) Reactant: C([O:3][C:4](=[O:29])[C:5]1[CH:10]=[CH:9][C:8]([C:11]2[CH2:15][C:14]([C:20]3[CH:25]=[C:24]([Cl:26])[CH:23]=[C:22]([Cl:27])[CH:21]=3)([C:16]([F:19])([F:18])[F:17])[O:13][N:12]=2)=[CH:7][C:6]=1[NH2:28])C.[OH-].[K+].Cl. Product: [NH2:28][C:6]1[CH:7]=[C:8]([C:11]2[CH2:15][C:14]([C:20]3[CH:25]=[C:24]([Cl:26])[CH:23]=[C:22]([Cl:27])[CH:21]=3)([C:16]([F:19])([F:18])[F:17])[O:13][N:12]=2)[CH:9]=[CH:10][C:5]=1[C:4]([OH:29])=[O:3]. The catalyst class is: 40. (6) Reactant: [Cl:1][C:2]1[C:3]([CH2:8][NH:9][C:10]([CH:12]2[CH2:17][CH2:16][N:15]([C:18]([O:20][CH2:21][C:22]3[CH:27]=[CH:26][CH:25]=[CH:24][CH:23]=3)=[O:19])[CH:14]([C:28]#[N:29])[CH2:13]2)=O)=[N:4][CH:5]=[CH:6][N:7]=1.O=P(Cl)(Cl)Cl.CN(C)C=O.C([O-])(O)=O.[Na+]. Product: [Cl:1][C:2]1[C:3]2[N:4]([C:10]([CH:12]3[CH2:17][CH2:16][N:15]([C:18]([O:20][CH2:21][C:22]4[CH:27]=[CH:26][CH:25]=[CH:24][CH:23]=4)=[O:19])[CH:14]([C:28]#[N:29])[CH2:13]3)=[N:9][CH:8]=2)[CH:5]=[CH:6][N:7]=1. The catalyst class is: 23.